Task: Regression. Given a peptide amino acid sequence and an MHC pseudo amino acid sequence, predict their binding affinity value. This is MHC class I binding data.. Dataset: Peptide-MHC class I binding affinity with 185,985 pairs from IEDB/IMGT (1) The peptide sequence is KRINSLIKY. The MHC is HLA-A01:01 with pseudo-sequence HLA-A01:01. The binding affinity (normalized) is 0.0847. (2) The peptide sequence is GVFTTNIWLK. The MHC is HLA-A68:01 with pseudo-sequence HLA-A68:01. The binding affinity (normalized) is 0.966. (3) The peptide sequence is GLNKIVRMY. The MHC is HLA-B44:02 with pseudo-sequence HLA-B44:02. The binding affinity (normalized) is 0.409. (4) The peptide sequence is MPARLWLCL. The MHC is HLA-B51:01 with pseudo-sequence HLA-B51:01. The binding affinity (normalized) is 0.0847. (5) The peptide sequence is VIYPNFSKAM. The MHC is HLA-A02:01 with pseudo-sequence HLA-A02:01. The binding affinity (normalized) is 0.0954. (6) The peptide sequence is KTWMINIMI. The MHC is HLA-A32:01 with pseudo-sequence HLA-A32:01. The binding affinity (normalized) is 0. (7) The peptide sequence is VLDMGDPVK. The MHC is HLA-A11:01 with pseudo-sequence HLA-A11:01. The binding affinity (normalized) is 0.182. (8) The peptide sequence is GYAWIDFDI. The MHC is HLA-B08:01 with pseudo-sequence HLA-B08:01. The binding affinity (normalized) is 0.0847. (9) The peptide sequence is NFITKEIKNR. The MHC is HLA-A03:01 with pseudo-sequence HLA-A03:01. The binding affinity (normalized) is 0. (10) The peptide sequence is EEESEGAIW. The MHC is HLA-B44:03 with pseudo-sequence HLA-B44:03. The binding affinity (normalized) is 0.610.